The task is: Predict the reaction yield, written as a fraction of the theoretical maximum amount of product (1.0 means a 100% yield; for example, 0.34 means a 34% yield).. This data is from Reaction yield outcomes from USPTO patents with 853,638 reactions. The reactants are N([O-])=O.[Na+].N[C:6]1[S:7][C:8]2[C:13]([NH:14][C@H:15]([CH2:18][CH:19]([CH3:21])[CH3:20])[CH2:16][OH:17])=[N:12][C:11]([SH:22])=[N:10][C:9]=2[N:23]=1.[ClH:24]. The catalyst is O.C(#N)C. The product is [Cl:24][C:6]1[S:7][C:8]2[C:13]([NH:14][C@H:15]([CH2:18][CH:19]([CH3:21])[CH3:20])[CH2:16][OH:17])=[N:12][C:11]([S:22][S:22][C:11]3[N:12]=[C:13]([NH:14][C@@H:15]([CH2:16][OH:17])[CH2:18][CH:19]([CH3:20])[CH3:21])[C:8]4[S:7][C:6]([Cl:24])=[N:23][C:9]=4[N:10]=3)=[N:10][C:9]=2[N:23]=1. The yield is 0.800.